The task is: Binary Classification. Given a T-cell receptor sequence (or CDR3 region) and an epitope sequence, predict whether binding occurs between them.. This data is from TCR-epitope binding with 47,182 pairs between 192 epitopes and 23,139 TCRs. (1) The TCR CDR3 sequence is CSVPGGSTNEKLFF. The epitope is VLAWLYAAV. Result: 1 (the TCR binds to the epitope). (2) The epitope is VVYRGTTTY. The TCR CDR3 sequence is CASSLGSYNEQFF. Result: 1 (the TCR binds to the epitope). (3) The epitope is RQLLFVVEV. The TCR CDR3 sequence is CASSVIGTGLDEQFF. Result: 0 (the TCR does not bind to the epitope). (4) The epitope is TVYDPLQPELDSFK. The TCR CDR3 sequence is CASSQGWGGTEAFF. Result: 0 (the TCR does not bind to the epitope). (5) The epitope is KLSYGIATV. The TCR CDR3 sequence is CASSYSDSSYEQYF. Result: 1 (the TCR binds to the epitope). (6) The epitope is CLGGLLTMV. The TCR CDR3 sequence is CSASPRGGEQYF. Result: 1 (the TCR binds to the epitope). (7) The epitope is KLPDDFTGCV. The TCR CDR3 sequence is CASSELASGGDEQFF. Result: 0 (the TCR does not bind to the epitope). (8) Result: 0 (the TCR does not bind to the epitope). The TCR CDR3 sequence is CASSVLTSGANNEQFF. The epitope is NLWNTFTRL.